Dataset: Full USPTO retrosynthesis dataset with 1.9M reactions from patents (1976-2016). Task: Predict the reactants needed to synthesize the given product. (1) Given the product [Cl:20][C:21]1[CH:22]=[C:23]([NH:28][C:29](=[S:30])[NH:1][C:2]2[CH:3]=[C:4]([CH:15]=[CH:16][C:17]=2[O:18][CH3:19])[C:5]([NH:7][C:8]2[CH:9]=[CH:10][C:11]([CH3:14])=[CH:12][CH:13]=2)=[O:6])[CH:24]=[C:25]([Cl:27])[CH:26]=1, predict the reactants needed to synthesize it. The reactants are: [NH2:1][C:2]1[CH:3]=[C:4]([CH:15]=[CH:16][C:17]=1[O:18][CH3:19])[C:5]([NH:7][C:8]1[CH:13]=[CH:12][C:11]([CH3:14])=[CH:10][CH:9]=1)=[O:6].[Cl:20][C:21]1[CH:22]=[C:23]([N:28]=[C:29]=[S:30])[CH:24]=[C:25]([Cl:27])[CH:26]=1. (2) Given the product [CH3:1][C:2]1[C:3](=[O:26])[C:4]2[C:9]([C:10](=[O:25])[C:11]=1[CH:12]([C:14](=[O:24])[CH2:15][NH2:16])[NH2:13])=[CH:8][CH:7]=[CH:6][CH:5]=2, predict the reactants needed to synthesize it. The reactants are: [CH3:1][C:2]1[C:3](=[O:26])[C:4]2[C:9]([C:10](=[O:25])[C:11]=1[CH:12]([C:14](=[O:24])[CH2:15][NH:16]C(OC(C)(C)C)=O)[NH2:13])=[CH:8][CH:7]=[CH:6][CH:5]=2.C(Cl)Cl.C(O)(C(F)(F)F)=O.Cl. (3) Given the product [O:23]=[C:14]1[N:13]([CH2:24][CH2:25][CH3:26])[C:12]2[N:11]=[C:10]([C:5]34[CH2:8][CH2:9][C:2]([O:1][P:35](=[O:58])([O:36][CH2:37][C:38]5[CH:39]=[CH:40][CH:41]=[CH:42][CH:43]=5)[O:44][CH2:45][C:46]5[CH:47]=[CH:48][CH:49]=[CH:50][CH:51]=5)([CH2:7][CH2:6]3)[CH2:3][CH2:4]4)[NH:18][C:17]=2[C:16](=[O:19])[N:15]1[CH2:20][CH2:21][CH3:22], predict the reactants needed to synthesize it. The reactants are: [OH:1][C:2]12[CH2:9][CH2:8][C:5]([C:10]3[NH:18][C:17]4[C:16](=[O:19])[N:15]([CH2:20][CH2:21][CH3:22])[C:14](=[O:23])[N:13]([CH2:24][CH2:25][CH3:26])[C:12]=4[N:11]=3)([CH2:6][CH2:7]1)[CH2:4][CH2:3]2.N1C=NN=N1.C(N(CC)[P:35]([O:44][CH2:45][C:46]1[CH:51]=[CH:50][CH:49]=[CH:48][CH:47]=1)[O:36][CH2:37][C:38]1[CH:43]=[CH:42][CH:41]=[CH:40][CH:39]=1)C.C([O:58]O)(C)(C)C.OS([O-])=O.[Na+]. (4) Given the product [CH2:14]([N:16]([C:17]1[CH:22]=[CH:21][CH:20]=[CH:19][CH:18]=1)[CH2:2][CH2:3][CH2:4][CH2:5][O:6][C:7]1[CH:12]=[CH:11][C:10]([OH:13])=[CH:9][CH:8]=1)[CH3:15], predict the reactants needed to synthesize it. The reactants are: Br[CH2:2][CH2:3][CH2:4][CH2:5][O:6][C:7]1[CH:12]=[CH:11][C:10]([OH:13])=[CH:9][CH:8]=1.[CH2:14]([NH:16][C:17]1[CH:22]=[CH:21][CH:20]=[CH:19][CH:18]=1)[CH3:15].C(N(C(C)C)CC)(C)C. (5) Given the product [CH3:29][C:30]1([CH3:37])[C:34]([CH3:36])([CH3:35])[O:33][B:32](/[CH:4]=[CH:3]/[CH2:2][CH2:1][N:5]2[CH2:6][C:7]3([CH2:8][CH2:9][N:10]([C:13]([O:15][C:16]([CH3:19])([CH3:17])[CH3:18])=[O:14])[CH2:11][CH2:12]3)[CH2:20][CH2:21][CH2:22]2)[O:31]1, predict the reactants needed to synthesize it. The reactants are: [CH2:1]([N:5]1[CH2:22][CH2:21][CH2:20][C:7]2([CH2:12][CH2:11][N:10]([C:13]([O:15][C:16]([CH3:19])([CH3:18])[CH3:17])=[O:14])[CH2:9][CH2:8]2)[CH2:6]1)[CH2:2][C:3]#[CH:4].CC1CCCO1.[CH3:29][C:30]1([CH3:37])[C:34]([CH3:36])([CH3:35])[O:33][BH:32][O:31]1. (6) Given the product [CH:7]1[C:6]([NH:9][NH2:12])=[CH:5][CH:4]=[C:3]([S:1]([NH2:11])(=[O:10])=[O:2])[CH:8]=1.[ClH:18], predict the reactants needed to synthesize it. The reactants are: [S:1]([NH2:11])(=[O:10])([C:3]1[CH:8]=[CH:7][C:6]([NH2:9])=[CH:5][CH:4]=1)=[O:2].[N:12]([O-])=O.[Na+].Cl.[Sn](Cl)[Cl:18]. (7) Given the product [ClH:1].[Cl:1][C:2]1[CH:3]=[C:4]([CH2:9][CH2:10][CH2:11][NH2:12])[CH:5]=[CH:6][C:7]=1[Cl:8], predict the reactants needed to synthesize it. The reactants are: [Cl:1][C:2]1[CH:3]=[C:4]([CH2:9][CH2:10][CH2:11][NH:12]C(=O)OC(C)(C)C)[CH:5]=[CH:6][C:7]=1[Cl:8].CCOCC.